Dataset: Full USPTO retrosynthesis dataset with 1.9M reactions from patents (1976-2016). Task: Predict the reactants needed to synthesize the given product. (1) Given the product [OH:19][C:17]1[CH:16]=[C:5]([CH:4]=[C:8]([CH3:7])[CH:18]=1)[C:11]([OH:13])=[O:12], predict the reactants needed to synthesize it. The reactants are: C([C:4]1[C:5]([CH2:16][C:17](=[O:19])[CH3:18])([C:11]([O:13]CC)=[O:12])O[C:7](=O)[C:8]=1O)(=O)C.[O-2].[Mg+2]. (2) Given the product [Br:1][C:2]1[CH:3]=[C:4]2[C:8](=[CH:9][CH:10]=1)[N:7]([CH:11]1[CH2:16][CH2:15][CH2:14][CH2:13][O:12]1)[N:6]=[C:5]2[C:17]1[CH:22]=[C:21]([O:23][CH2:24][C:25]2[CH:30]=[CH:29][C:28]([O:31][CH3:32])=[CH:27][CH:26]=2)[N:20]=[C:19]([N:38]([CH3:39])[CH3:37])[N:18]=1, predict the reactants needed to synthesize it. The reactants are: [Br:1][C:2]1[CH:3]=[C:4]2[C:8](=[CH:9][CH:10]=1)[N:7]([CH:11]1[CH2:16][CH2:15][CH2:14][CH2:13][O:12]1)[N:6]=[C:5]2[C:17]1[CH:22]=[C:21]([O:23][CH2:24][C:25]2[CH:30]=[CH:29][C:28]([O:31][CH3:32])=[CH:27][CH:26]=2)[N:20]=[C:19](S(C)(=O)=O)[N:18]=1.[CH3:37][NH:38][CH3:39].